Dataset: NCI-60 drug combinations with 297,098 pairs across 59 cell lines. Task: Regression. Given two drug SMILES strings and cell line genomic features, predict the synergy score measuring deviation from expected non-interaction effect. Drug 1: CN1C(=O)N2C=NC(=C2N=N1)C(=O)N. Drug 2: CC1C(C(CC(O1)OC2CC(CC3=C2C(=C4C(=C3O)C(=O)C5=C(C4=O)C(=CC=C5)OC)O)(C(=O)CO)O)N)O.Cl. Cell line: HCT-15. Synergy scores: CSS=11.6, Synergy_ZIP=-1.61, Synergy_Bliss=-2.97, Synergy_Loewe=-6.14, Synergy_HSA=-2.90.